This data is from Forward reaction prediction with 1.9M reactions from USPTO patents (1976-2016). The task is: Predict the product of the given reaction. (1) Given the reactants [N:1]1([CH2:6][CH2:7][CH2:8][CH2:9][CH2:10][NH2:11])[CH2:5][CH2:4][CH2:3][CH2:2]1.[C:12](O[C:12]([O:14][C:15]([CH3:18])([CH3:17])[CH3:16])=[O:13])([O:14][C:15]([CH3:18])([CH3:17])[CH3:16])=[O:13], predict the reaction product. The product is: [C:15]([O:14][C:12](=[O:13])[NH:11][CH2:10][CH2:9][CH2:8][CH2:7][CH2:6][N:1]1[CH2:5][CH2:4][CH2:3][CH2:2]1)([CH3:18])([CH3:17])[CH3:16]. (2) Given the reactants Cl[C:2]1[CH:7]=[C:6]([C:8]2[CH:13]=[CH:12][CH:11]=[CH:10][N:9]=2)[N:5]=[C:4]([C:14]2[CH:19]=[CH:18][CH:17]=[CH:16][N:15]=2)[N:3]=1.[CH3:20][C:21]1[CH:27]=[CH:26][C:25]([CH3:28])=[CH:24][C:22]=1[NH2:23], predict the reaction product. The product is: [CH3:20][C:21]1[CH:27]=[CH:26][C:25]([CH3:28])=[CH:24][C:22]=1[NH:23][C:2]1[CH:7]=[C:6]([C:8]2[CH:13]=[CH:12][CH:11]=[CH:10][N:9]=2)[N:5]=[C:4]([C:14]2[CH:19]=[CH:18][CH:17]=[CH:16][N:15]=2)[N:3]=1. (3) The product is: [F:16][C:2]1([F:1])[C:7](=[O:8])[N:6]([CH3:17])[C:5]2[CH:9]=[CH:10][C:11]([N+:13]([O-:15])=[O:14])=[CH:12][C:4]=2[O:3]1. Given the reactants [F:1][C:2]1([F:16])[C:7](=[O:8])[NH:6][C:5]2[CH:9]=[CH:10][C:11]([N+:13]([O-:15])=[O:14])=[CH:12][C:4]=2[O:3]1.[C:17]([O-])([O-])=O.[K+].[K+].CI.O, predict the reaction product. (4) Given the reactants C([O:3][C:4](=[O:20])[C@@H:5]([O:18][CH3:19])[CH2:6][C:7]1[CH:12]=[CH:11][C:10]([O:13][CH2:14][CH2:15][CH2:16]Br)=[CH:9][CH:8]=1)C.[O:21]([C:28]1[CH:33]=[CH:32][C:31]([C:34]2[CH:39]=[CH:38][C:37]([OH:40])=[CH:36][CH:35]=2)=[CH:30][CH:29]=1)[C:22]1[CH:27]=[CH:26][CH:25]=[CH:24][CH:23]=1.[OH-].[Na+], predict the reaction product. The product is: [CH3:19][O:18][C@@H:5]([CH2:6][C:7]1[CH:8]=[CH:9][C:10]([O:13][CH2:14][CH2:15][CH2:16][O:40][C:37]2[CH:38]=[CH:39][C:34]([C:31]3[CH:32]=[CH:33][C:28]([O:21][C:22]4[CH:27]=[CH:26][CH:25]=[CH:24][CH:23]=4)=[CH:29][CH:30]=3)=[CH:35][CH:36]=2)=[CH:11][CH:12]=1)[C:4]([OH:3])=[O:20].